From a dataset of NCI-60 drug combinations with 297,098 pairs across 59 cell lines. Regression. Given two drug SMILES strings and cell line genomic features, predict the synergy score measuring deviation from expected non-interaction effect. Drug 1: C1CN1C2=NC(=NC(=N2)N3CC3)N4CC4. Drug 2: CC1CCCC2(C(O2)CC(NC(=O)CC(C(C(=O)C(C1O)C)(C)C)O)C(=CC3=CSC(=N3)C)C)C. Cell line: ACHN. Synergy scores: CSS=56.3, Synergy_ZIP=-2.75, Synergy_Bliss=-2.23, Synergy_Loewe=0.678, Synergy_HSA=3.18.